Dataset: Forward reaction prediction with 1.9M reactions from USPTO patents (1976-2016). Task: Predict the product of the given reaction. (1) Given the reactants CC(C1C=C(C(C)C)C(C2C=CC=CC=2P(C2CCCCC2)C2CCCCC2)=C(C(C)C)C=1)C.N#N.Cl[C:38]1[N:46]=[C:45]2[C:41]([N:42]([CH2:54][C:55]3[CH:60]=[CH:59][C:58]([C:61]([F:64])([F:63])[F:62])=[CH:57][CH:56]=3)[C:43]([C:47]3[CH:52]=[CH:51][CH:50]=[C:49]([CH3:53])[CH:48]=3)=[N:44]2)=[C:40]([S:65][CH3:66])[N:39]=1.C[C:68]([N:70](C)C)=O, predict the reaction product. The product is: [CH3:66][S:65][C:40]1[N:39]=[C:38]([C:68]#[N:70])[N:46]=[C:45]2[C:41]=1[N:42]([CH2:54][C:55]1[CH:56]=[CH:57][C:58]([C:61]([F:63])([F:62])[F:64])=[CH:59][CH:60]=1)[C:43]([C:47]1[CH:52]=[CH:51][CH:50]=[C:49]([CH3:53])[CH:48]=1)=[N:44]2. (2) Given the reactants [CH2:1]([C:3]1[C:7]([N+:8]([O-:10])=[O:9])=[C:6]([C:11]([NH2:13])=[O:12])[NH:5][N:4]=1)[CH3:2].C(=O)([O-])[O-].[Cs+].[Cs+].Br[CH2:21][CH2:22][O:23][Si:24]([C:27]([CH3:30])([CH3:29])[CH3:28])([CH3:26])[CH3:25], predict the reaction product. The product is: [Si:24]([O:23][CH2:22][CH2:21][N:4]1[C:3]([CH2:1][CH3:2])=[C:7]([N+:8]([O-:10])=[O:9])[C:6]([C:11]([NH2:13])=[O:12])=[N:5]1)([C:27]([CH3:30])([CH3:29])[CH3:28])([CH3:26])[CH3:25].